Dataset: Forward reaction prediction with 1.9M reactions from USPTO patents (1976-2016). Task: Predict the product of the given reaction. The product is: [OH:11][CH2:10][C@H:9]([N:4]1[CH2:3][C@H:2]([CH3:1])[CH2:7][CH2:6][C:5]1=[O:8])[C:12]1[CH:17]=[CH:16][CH:15]=[CH:14][CH:13]=1. Given the reactants [CH3:1][C@@H:2]1[CH2:7][CH2:6][C:5](=[O:8])[N:4]2[C@H:9]([C:12]3[CH:17]=[CH:16][CH:15]=[CH:14][CH:13]=3)[CH2:10][O:11][C@@H:3]12.C([SiH](CC)CC)C.C(=O)(O)[O-].[Na+], predict the reaction product.